This data is from Forward reaction prediction with 1.9M reactions from USPTO patents (1976-2016). The task is: Predict the product of the given reaction. (1) Given the reactants [Cl-].[C:2](Cl)(=[O:9])[C:3]1[CH:8]=[CH:7][CH:6]=[CH:5][CH:4]=1.[CH3:11][N:12]1[CH:16]=[CH:15][CH:14]=[C:13]1[CH2:17][C:18]#[N:19].Cl, predict the reaction product. The product is: [C:2]([C:16]1[N:12]([CH3:11])[C:13]([CH2:17][C:18]#[N:19])=[CH:14][CH:15]=1)(=[O:9])[C:3]1[CH:8]=[CH:7][CH:6]=[CH:5][CH:4]=1. (2) Given the reactants Cl[C:2]1[C:11]([CH2:12][C:13]2[CH:18]=[CH:17][C:16]([S:19]([CH3:22])(=[O:21])=[O:20])=[CH:15][CH:14]=2)=[C:10]([Cl:23])[C:9]2[C:4](=[C:5]([CH3:32])[CH:6]=[C:7]([C:24]([C:26]3[N:30]([CH3:31])[CH:29]=[N:28][CH:27]=3)=[O:25])[CH:8]=2)[N:3]=1.[CH3:33][O-:34].[Na+], predict the reaction product. The product is: [Cl:23][C:10]1[C:9]2[C:4](=[C:5]([CH3:32])[CH:6]=[C:7]([C:24]([C:26]3[N:30]([CH3:31])[CH:29]=[N:28][CH:27]=3)=[O:25])[CH:8]=2)[N:3]=[C:2]([O:34][CH3:33])[C:11]=1[CH2:12][C:13]1[CH:18]=[CH:17][C:16]([S:19]([CH3:22])(=[O:21])=[O:20])=[CH:15][CH:14]=1. (3) Given the reactants [Cl:1][C:2]1[CH:7]=[CH:6][CH:5]=[C:4]([CH3:8])[C:3]=1[OH:9].[CH3:10][NH:11][CH3:12].[CH2:13]=O, predict the reaction product. The product is: [Cl:1][C:2]1[CH:7]=[C:6]([CH2:10][N:11]([CH3:13])[CH3:12])[CH:5]=[C:4]([CH3:8])[C:3]=1[OH:9]. (4) The product is: [NH:38]1[C:34]([C:22]2[C:21]3[C:25](=[CH:26][CH:27]=[C:19]([C:16]4[C:17]([CH3:18])=[C:12]([CH2:11][NH:3][CH2:1][CH3:2])[CH:13]=[N:14][CH:15]=4)[CH:20]=3)[NH:24][N:23]=2)=[CH:35][N:36]=[CH:37]1. Given the reactants [CH2:1]([N:3]([CH2:11][C:12]1[CH:13]=[N:14][CH:15]=[C:16]([C:19]2[CH:20]=[C:21]3[C:25](=[CH:26][CH:27]=2)[N:24](C2CCCCO2)[N:23]=[C:22]3[C:34]2[NH:38][CH:37]=[N:36][CH:35]=2)[C:17]=1[CH3:18])C(=O)OC(C)(C)C)[CH3:2].C([SiH](CC)CC)C.FC(F)(F)C(O)=O, predict the reaction product.